From a dataset of Catalyst prediction with 721,799 reactions and 888 catalyst types from USPTO. Predict which catalyst facilitates the given reaction. Reactant: [ClH:1].[NH2:2][C@@H:3]([CH3:10])[C:4]([O:6][CH:7]([CH3:9])[CH3:8])=[O:5].[P:11](Cl)(Cl)(=[O:23])[O:12][C:13]1[C:22]2[C:17](=[CH:18][CH:19]=[CH:20][CH:21]=2)[CH:16]=[CH:15][CH:14]=1.C(N(CC)CC)C. Product: [Cl:1][C:14]1[CH:15]=[CH:16][C:17]2[C:22](=[CH:21][CH:20]=[CH:19][CH:18]=2)[C:13]=1[O:12][P:11](=[N:2][C@@H:3]([CH3:10])[C:4]([O:6][CH:7]([CH3:9])[CH3:8])=[O:5])=[O:23]. The catalyst class is: 2.